From a dataset of Reaction yield outcomes from USPTO patents with 853,638 reactions. Predict the reaction yield, written as a fraction of the theoretical maximum amount of product (1.0 means a 100% yield; for example, 0.34 means a 34% yield). The reactants are [Cl:1][C:2]1[C:3]([C:8]2[CH:9]=[C:10]3[C:14](=[CH:15][CH:16]=2)[N:13](COCC[Si](C)(C)C)[N:12]=[C:11]3[NH:25][C:26]2[N:27]=[N:28][C:29]([CH3:32])=[CH:30][CH:31]=2)=[N:4][CH:5]=[CH:6][CH:7]=1.Cl.C(=O)([O-])O.[Na+]. The catalyst is C(O)C. The product is [Cl:1][C:2]1[C:3]([C:8]2[CH:9]=[C:10]3[C:14](=[CH:15][CH:16]=2)[NH:13][N:12]=[C:11]3[NH:25][C:26]2[N:27]=[N:28][C:29]([CH3:32])=[CH:30][CH:31]=2)=[N:4][CH:5]=[CH:6][CH:7]=1. The yield is 0.490.